From a dataset of Forward reaction prediction with 1.9M reactions from USPTO patents (1976-2016). Predict the product of the given reaction. (1) Given the reactants [NH2:1][C:2]1[C:11]2[N:12]=[C:13]([CH2:32][CH2:33][O:34][CH3:35])[N:14]([CH2:15][CH2:16][CH2:17][CH2:18][NH:19][S:20]([C:23]3[CH:28]=[CH:27][CH:26]=[CH:25][C:24]=3[N+:29]([O-:31])=[O:30])(=[O:22])=[O:21])[C:10]=2[C:9]2[CH:8]=[CH:7][CH:6]=[CH:5][C:4]=2[N:3]=1.C1C=CC(P(C2C=CC=CC=2)C2C=CC=CC=2)=CC=1.[CH3:55][N:56]([CH3:60])[CH2:57][CH2:58]O.CC(OC(/N=N/C(OC(C)C)=O)=O)C, predict the reaction product. The product is: [NH2:1][C:2]1[C:11]2[N:12]=[C:13]([CH2:32][CH2:33][O:34][CH3:35])[N:14]([CH2:15][CH2:16][CH2:17][CH2:18][N:19]([CH2:58][CH2:57][N:56]([CH3:60])[CH3:55])[S:20]([C:23]3[CH:28]=[CH:27][CH:26]=[CH:25][C:24]=3[N+:29]([O-:31])=[O:30])(=[O:22])=[O:21])[C:10]=2[C:9]2[CH:8]=[CH:7][CH:6]=[CH:5][C:4]=2[N:3]=1. (2) Given the reactants [CH2:1]([O:8][C:9](=[O:18])[C:10]1[CH:15]=[CH:14][C:13]([CH:16]=[O:17])=[CH:12][CH:11]=1)[C:2]1[CH:7]=[CH:6][CH:5]=[CH:4][CH:3]=1.[P:19]([O-:24])([O:22][CH3:23])[O:20][CH3:21], predict the reaction product. The product is: [CH2:1]([O:8][C:9](=[O:18])[C:10]1[CH:11]=[CH:12][C:13]([CH:16]([P:19]([O:22][CH3:23])([O:20][CH3:21])=[O:24])[OH:17])=[CH:14][CH:15]=1)[C:2]1[CH:3]=[CH:4][CH:5]=[CH:6][CH:7]=1. (3) Given the reactants Br[CH2:2][C:3]([C:5]1[CH:14]=[CH:13][C:12]2[C:7](=[CH:8][CH:9]=[CH:10][CH:11]=2)[CH:6]=1)=[O:4].[N-:15]=[N+:16]=[N-:17].[Na+].CCOC(C)=O, predict the reaction product. The product is: [N:15]([CH2:2][C:3]([C:5]1[CH:14]=[CH:13][C:12]2[C:7](=[CH:8][CH:9]=[CH:10][CH:11]=2)[CH:6]=1)=[O:4])=[N+:16]=[N-:17]. (4) Given the reactants [OH:1][CH2:2][CH2:3][NH:4][C:5](=[O:11])[O:6][C:7]([CH3:10])([CH3:9])[CH3:8].[H-].[Na+].Cl[C:15]1[CH:20]=[CH:19][N:18]=[CH:17][C:16]=1[N+:21]([O-:23])=[O:22].O, predict the reaction product. The product is: [N+:21]([C:16]1[CH:17]=[N:18][CH:19]=[CH:20][C:15]=1[O:1][CH2:2][CH2:3][NH:4][C:5](=[O:11])[O:6][C:7]([CH3:8])([CH3:10])[CH3:9])([O-:23])=[O:22].